From a dataset of Reaction yield outcomes from USPTO patents with 853,638 reactions. Predict the reaction yield, written as a fraction of the theoretical maximum amount of product (1.0 means a 100% yield; for example, 0.34 means a 34% yield). The reactants are [O:1]1[C:5]2[CH:6]=[CH:7][C:8]([C:10]3([C:14]#N)[CH2:13][CH2:12][CH2:11]3)=[CH:9][C:4]=2[O:3][CH2:2]1.[OH-:16].[K+].[OH2:18].Cl. The catalyst is C(O)CO. The product is [O:1]1[C:5]2[CH:6]=[CH:7][C:8]([C:10]3([C:14]([OH:18])=[O:16])[CH2:13][CH2:12][CH2:11]3)=[CH:9][C:4]=2[O:3][CH2:2]1. The yield is 0.650.